From a dataset of CYP3A4 inhibition data for predicting drug metabolism from PubChem BioAssay. Regression/Classification. Given a drug SMILES string, predict its absorption, distribution, metabolism, or excretion properties. Task type varies by dataset: regression for continuous measurements (e.g., permeability, clearance, half-life) or binary classification for categorical outcomes (e.g., BBB penetration, CYP inhibition). Dataset: cyp3a4_veith. (1) The molecule is COc1ccc(NC(=O)C2CC(=O)NC3=C2C(=O)CC(C)(C)C3)cc1. The result is 0 (non-inhibitor). (2) The compound is C[N+](C)(C)c1nc(N)nc2c1ncn2[C@H]1O[C@@H](CO)[C@@H](O)[C@H]1O. The result is 0 (non-inhibitor). (3) The drug is CC(C)CCNC1=NCCCCC1. The result is 0 (non-inhibitor). (4) The compound is O=C(NCCOC12CC3CC(CC(C3)C1)C2)c1cccc(Br)c1. The result is 0 (non-inhibitor). (5) The compound is COC(=O)c1cc(NC(=O)CC2NC3CCCCC3NC2=O)cc(C(=O)OC)c1. The result is 1 (inhibitor). (6) The drug is COc1ccccc1-c1cncnc1NCc1cnc(C)cn1. The result is 1 (inhibitor). (7) The molecule is O=C(O)C1C(C(=O)O)C(C(=O)O)C1C(=O)O. The result is 0 (non-inhibitor). (8) The compound is COCCn1c(Cc2ccccc2)nnc1SCc1nc2ccccc2c(=O)[nH]1. The result is 1 (inhibitor).